Dataset: Full USPTO retrosynthesis dataset with 1.9M reactions from patents (1976-2016). Task: Predict the reactants needed to synthesize the given product. (1) Given the product [C:15]1([C:13]2[N:14]=[C:10]([CH2:9][CH:39]([C:44]3[CH:45]=[CH:46][C:47]([CH2:48][OH:49])=[CH:52][CH:53]=3)[CH2:40][CH2:41][CH3:42])[S:11][CH:12]=2)[CH:16]=[CH:17][CH:18]=[CH:19][CH:20]=1, predict the reactants needed to synthesize it. The reactants are: [Br-].C1([P+](C2C=CC=CC=2)(C2C=CC=CC=2)[CH2:9][C:10]2[S:11][CH:12]=[C:13]([C:15]3[CH:20]=[CH:19][CH:18]=[CH:17][CH:16]=3)[N:14]=2)C=CC=CC=1.CC(C)([O-])C.[K+].[C:39]([C:44]1[CH:53]=[CH:52][C:47]([C:48](OC)=[O:49])=[CH:46][CH:45]=1)(=O)[CH2:40][CH2:41][CH3:42].C1(C)C=CC=CC=1.[H-].C([Al+]CC(C)C)C(C)C.O.O.O.O.O.O.O.O.O.O.S([O-])([O-])(=O)=O.[Na+].[Na+]. (2) Given the product [NH:1]([C:3]1[CH:4]=[CH:5][C:6]([C:7]([O:9][CH2:12][CH3:13])=[O:8])=[CH:10][CH:11]=1)[NH2:2], predict the reactants needed to synthesize it. The reactants are: [NH:1]([C:3]1[CH:11]=[CH:10][C:6]([C:7]([OH:9])=[O:8])=[CH:5][CH:4]=1)[NH2:2].[CH2:12](O)[CH3:13]. (3) Given the product [ClH:1].[NH2:35][CH2:34][C@H:31]1[CH2:32][CH2:33][C@H:28]([C:26]([NH:25][C@@H:4]([CH2:5][C:6]2[CH:11]=[CH:10][C:9]([C:12]3[CH:13]=[CH:14][C:15]([N:18]4[CH2:23][CH2:22][O:21][CH2:20][C:19]4=[O:24])=[CH:16][CH:17]=3)=[CH:8][CH:7]=2)[C:3](=[O:2])[NH:43][C:44]2[CH:45]=[CH:46][C:47]([C:50]3[N:51]=[N:52][NH:53][N:54]=3)=[CH:48][CH:49]=2)=[O:27])[CH2:29][CH2:30]1, predict the reactants needed to synthesize it. The reactants are: [ClH:1].[O:2]=[C:3]([NH:43][C:44]1[CH:49]=[CH:48][C:47]([C:50]2[N:51]=[N:52][NH:53][N:54]=2)=[CH:46][CH:45]=1)[C@@H:4]([NH:25][C:26]([C@H:28]1[CH2:33][CH2:32][C@H:31]([CH2:34][NH:35]C(=O)OC(C)(C)C)[CH2:30][CH2:29]1)=[O:27])[CH2:5][C:6]1[CH:11]=[CH:10][C:9]([C:12]2[CH:17]=[CH:16][C:15]([N:18]3[CH2:23][CH2:22][O:21][CH2:20][C:19]3=[O:24])=[CH:14][CH:13]=2)=[CH:8][CH:7]=1. (4) Given the product [OH:30][C:6]1[C:5]([C:3]([NH:31][CH2:32][CH2:33][C:34]([OH:36])=[O:35])=[O:4])=[N:14][CH:13]=[C:12]2[C:7]=1[CH:8]=[C:9]([C:24]1[CH:29]=[CH:28][CH:27]=[CH:26][CH:25]=1)[C:10](=[O:23])[N:11]2[C@H:15]([C:17]1[CH:18]=[CH:19][CH:20]=[CH:21][CH:22]=1)[CH3:16], predict the reactants needed to synthesize it. The reactants are: CO[C:3]([C:5]1[C:6]([OH:30])=[C:7]2[C:12](=[CH:13][N:14]=1)[N:11]([C@H:15]([C:17]1[CH:22]=[CH:21][CH:20]=[CH:19][CH:18]=1)[CH3:16])[C:10](=[O:23])[C:9]([C:24]1[CH:29]=[CH:28][CH:27]=[CH:26][CH:25]=1)=[CH:8]2)=[O:4].[NH2:31][CH2:32][CH2:33][C:34]([OH:36])=[O:35].C[O-].[Na+]. (5) Given the product [Cl:1][C:2]1[CH:3]=[C:4]2[C:8](=[CH:9][CH:10]=1)[NH:7][CH:6]=[C:5]2[CH2:11][CH2:12][NH:13][C:14]([C:15]1[CH:16]=[C:17]([C:28]2[CH:29]=[CH:30][C:25]([O:24][CH3:23])=[CH:26][CH:27]=2)[CH:18]=[CH:19][CH:20]=1)=[O:22], predict the reactants needed to synthesize it. The reactants are: [Cl:1][C:2]1[CH:3]=[C:4]2[C:8](=[CH:9][CH:10]=1)[NH:7][CH:6]=[C:5]2[CH2:11][CH2:12][NH:13][C:14](=[O:22])[C:15]1[CH:20]=[CH:19][CH:18]=[C:17](I)[CH:16]=1.[CH3:23][O:24][C:25]1[CH:30]=[CH:29][C:28](B(O)O)=[CH:27][CH:26]=1.C(=O)([O-])[O-].[Na+].[Na+]. (6) Given the product [CH3:20][CH2:19][C:16]1[C:17](=[O:31])[N:18]2[C:2]([CH:3]=[CH:4][CH:5]=[C:6]2[CH3:7])=[N:1][C:15]=1[CH3:14], predict the reactants needed to synthesize it. The reactants are: [NH:1]1C2[C:4](=[CH:5][CH:6]=[CH:7]C=2)[C:3](C=O)=[CH:2]1.FC1[CH:20]=[CH:19][C:16]([C:17]#[N:18])=[CH:15][CH:14]=1.N1C=NN=N1.[N-]=[N+]=[N-].[Na+].N[OH:31]. (7) The reactants are: [S:1]1[CH:5]=[CH:4][CH:3]=[C:2]1[CH:6]=O.[CH3:8][O:9][CH2:10][CH2:11][NH2:12].[C:13]1(=[O:24])[O:19][C:17](=O)[C:16]2=[CH:20][CH:21]=[CH:22][CH:23]=[C:15]2[CH2:14]1.[NH2:25][C:26]1[N+:30](=[CH2:31])[N:29]=[C:28]([CH:32]2[CH2:34][CH2:33]2)[CH:27]=1. Given the product [CH:32]1([C:28]2[CH:27]=[C:26]([NH:25][C:13]([CH:14]3[C:15]4[C:16](=[CH:20][CH:21]=[CH:22][CH:23]=4)[C:17](=[O:19])[N:12]([CH2:11][CH2:10][O:9][CH3:8])[CH:6]3[C:2]3[S:1][CH:5]=[CH:4][CH:3]=3)=[O:24])[N:30]([CH3:31])[N:29]=2)[CH2:34][CH2:33]1, predict the reactants needed to synthesize it. (8) The reactants are: [CH2:1]([N:3]([C:9]1[CH:10]=[N:11][O:12][C:13]=1[CH3:14])[C:4](=[O:8])[CH:5]([CH3:7])[CH3:6])[CH3:2].CCO. Given the product [NH2:11]/[CH:10]=[C:9](\[N:3]([CH2:1][CH3:2])[C:4](=[O:8])[CH:5]([CH3:7])[CH3:6])/[C:13](=[O:12])[CH3:14], predict the reactants needed to synthesize it. (9) Given the product [CH3:1][C:2]1([C:8]([C:10]2[C:18]3[C:13](=[N:14][CH:15]=[C:16]([C:19]4[CH:20]=[C:21]([O:29][CH3:30])[C:22]([O:27][CH3:28])=[C:23]([O:25][CH3:26])[CH:24]=4)[N:17]=3)[NH:12][CH:11]=2)=[O:9])[CH2:3][CH2:4][CH2:5][CH2:6][CH2:7]1, predict the reactants needed to synthesize it. The reactants are: [CH3:1][C:2]1([CH:8]([C:10]2[C:18]3[C:13](=[N:14][CH:15]=[C:16]([C:19]4[CH:24]=[C:23]([O:25][CH3:26])[C:22]([O:27][CH3:28])=[C:21]([O:29][CH3:30])[CH:20]=4)[N:17]=3)[NH:12][CH:11]=2)[OH:9])[CH2:7][CH2:6][CH2:5][CH2:4][CH2:3]1.CC(OI1(OC(C)=O)(OC(C)=O)OC(=O)C2C=CC=CC1=2)=O.